This data is from Full USPTO retrosynthesis dataset with 1.9M reactions from patents (1976-2016). The task is: Predict the reactants needed to synthesize the given product. (1) Given the product [F:26][C:2]([F:1])([F:27])[C:3]1[CH:25]=[CH:24][CH:23]=[CH:22][C:4]=1[O:5][CH:6]1[CH2:11][CH2:10][N:9]([C:12]2[N:17]=[N:16][C:15]([C:18]([OH:20])=[O:19])=[CH:14][CH:13]=2)[CH2:8][CH2:7]1, predict the reactants needed to synthesize it. The reactants are: [F:1][C:2]([F:27])([F:26])[C:3]1[CH:25]=[CH:24][CH:23]=[CH:22][C:4]=1[O:5][CH:6]1[CH2:11][CH2:10][N:9]([C:12]2[N:17]=[N:16][C:15]([C:18]([O:20]C)=[O:19])=[CH:14][CH:13]=2)[CH2:8][CH2:7]1.[Li+].[OH-].Cl. (2) Given the product [Cl:24][C:20]1[N:19]=[CH:18][C:17]([O:16][CH:10]([C:7]2[CH:6]=[CH:5][C:4]([C:3]([OH:25])=[O:2])=[CH:9][CH:8]=2)[CH2:11][C:12]([CH3:13])([CH3:14])[CH3:15])=[CH:22][C:21]=1[CH3:23], predict the reactants needed to synthesize it. The reactants are: C[O:2][C:3](=[O:25])[C:4]1[CH:9]=[CH:8][C:7]([CH:10]([O:16][C:17]2[CH:18]=[N:19][C:20]([Cl:24])=[C:21]([CH3:23])[CH:22]=2)[CH2:11][C:12]([CH3:15])([CH3:14])[CH3:13])=[CH:6][CH:5]=1.[OH-].[Na+]. (3) Given the product [Cl:1][C:2]1[C:7]([Cl:8])=[CH:6][CH:5]=[CH:4][C:3]=1[S:9]([NH:12][C:13]1[C:18]([O:29][CH2:28][C:25]2[CH:26]=[N:27][C:22]([O:21][CH3:20])=[CH:23][CH:24]=2)=[N:17][CH:16]=[CH:15][N:14]=1)(=[O:11])=[O:10], predict the reactants needed to synthesize it. The reactants are: [Cl:1][C:2]1[C:7]([Cl:8])=[CH:6][CH:5]=[CH:4][C:3]=1[S:9]([NH:12][C:13]1[C:18](Cl)=[N:17][CH:16]=[CH:15][N:14]=1)(=[O:11])=[O:10].[CH3:20][O:21][C:22]1[N:27]=[CH:26][C:25]([CH2:28][OH:29])=[CH:24][CH:23]=1. (4) Given the product [Br:13][C:14]1[N:15]=[CH:16][CH:17]=[CH:18][C:19]=1[CH:20]=[O:21], predict the reactants needed to synthesize it. The reactants are: [Li]CCCC.C(NC(C)C)(C)C.[Br:13][C:14]1[CH:19]=[CH:18][CH:17]=[CH:16][N:15]=1.[CH:20](OCC)=[O:21].[NH4+].[Cl-]. (5) Given the product [CH:39]([N:31]1[C:30](=[O:37])[C:29]([CH3:28])([N:9]2[C:10](=[O:23])[C:11]3[C:16](=[C:15]([F:19])[C:14]([F:20])=[C:13]([F:21])[C:12]=3[F:22])[C:17]2=[O:18])[C:34](=[O:35])[NH:33][C:32]1=[O:36])([CH3:44])[CH3:40], predict the reactants needed to synthesize it. The reactants are: CN1C(=O)C(C)([N:9]2[C:17](=[O:18])[C:16]3[C:11](=[C:12]([F:22])[C:13]([F:21])=[C:14]([F:20])[C:15]=3[F:19])[C:10]2=[O:23])C(=O)NC1=O.Cl.[CH3:28][CH:29]1[C:34](=[O:35])[NH:33][C:32](=[O:36])[NH:31][C:30]1=[O:37].N[CH:39]1[C:44](=O)N(C(C)C)C(=O)N[C:40]1=O. (6) Given the product [CH3:8][C:9]1[O:13][N:12]=[C:11]([C:14]2[CH:15]=[C:16]([CH:28]=[CH:29][CH:30]=2)[O:17][CH:18]([C:22]2[CH:27]=[CH:26][CH:25]=[CH:24][CH:23]=2)[C:19]([NH:31][C:32]2[CH:37]=[CH:36][C:35]([N:38]3[CH2:43][CH2:42][CH2:41][CH2:40][C:39]3=[O:44])=[CH:34][CH:33]=2)=[O:21])[N:10]=1, predict the reactants needed to synthesize it. The reactants are: CN1CCOCC1.[CH3:8][C:9]1[O:13][N:12]=[C:11]([C:14]2[CH:15]=[C:16]([CH:28]=[CH:29][CH:30]=2)[O:17][CH:18]([C:22]2[CH:27]=[CH:26][CH:25]=[CH:24][CH:23]=2)[C:19]([OH:21])=O)[N:10]=1.[NH2:31][C:32]1[CH:37]=[CH:36][C:35]([N:38]2[CH2:43][CH2:42][CH2:41][CH2:40][C:39]2=[O:44])=[CH:34][CH:33]=1.Cl.CN(C)CCCN=C=NCC.O.OC1C2N=NNC=2C=CC=1.C(=O)([O-])[O-].[Na+].[Na+]. (7) Given the product [C:42]([N:24]1[CH2:25][CH:26]2[CH2:27][N:20]([C:17]3[CH:18]=[N:19][C:11]([O:10][C:9]4[CH:28]=[CH:29][C:6]([O:5][C:4]5[CH:30]=[CH:31][CH:32]=[C:2]([F:1])[CH:3]=5)=[CH:7][CH:8]=4)=[C:12]([CH:16]=3)[C:13]([NH2:15])=[O:14])[CH2:21][CH:22]2[CH2:23]1)(=[O:45])[CH:43]=[CH2:44], predict the reactants needed to synthesize it. The reactants are: [F:1][C:2]1[CH:3]=[C:4]([CH:30]=[CH:31][CH:32]=1)[O:5][C:6]1[CH:29]=[CH:28][C:9]([O:10][C:11]2[N:19]=[CH:18][C:17]([N:20]3[CH2:27][CH:26]4[CH:22]([CH2:23][NH:24][CH2:25]4)[CH2:21]3)=[CH:16][C:12]=2[C:13]([NH2:15])=[O:14])=[CH:8][CH:7]=1.C(N(CC)C(C)C)(C)C.[C:42](Cl)(=[O:45])[CH:43]=[CH2:44]. (8) Given the product [CH3:16][N:17]([CH3:18])[C:47]([C:44]1[N:45]=[N:46][C:41]([C:38]2[CH:37]=[CH:36][C:35]([C@@H:33]([N:29]3[CH2:28][CH2:27][C@:26]([CH2:25][C:24]([OH:23])([CH3:56])[CH3:57])([C:50]4[CH:51]=[CH:52][CH:53]=[CH:54][CH:55]=4)[O:31][C:30]3=[O:32])[CH3:34])=[CH:40][CH:39]=2)=[CH:42][CH:43]=1)=[O:48], predict the reactants needed to synthesize it. The reactants are: F[B-](F)(F)F.N1(O[C:16](=[N+](C)C)[N:17](C)[CH3:18])C2C=CC=CC=2N=N1.[OH:23][C:24]([CH3:57])([CH3:56])[CH2:25][C@@:26]1([C:50]2[CH:55]=[CH:54][CH:53]=[CH:52][CH:51]=2)[O:31][C:30](=[O:32])[N:29]([C@H:33]([C:35]2[CH:40]=[CH:39][C:38]([C:41]3[N:46]=[N:45][C:44]([C:47](O)=[O:48])=[CH:43][CH:42]=3)=[CH:37][CH:36]=2)[CH3:34])[CH2:28][CH2:27]1.C(N(C(C)C)C(C)C)C.CNC. (9) Given the product [CH3:1][C@H:2]1[CH2:7][CH2:6][C@H:5]([C:8]([N:10]([CH:33]([CH3:35])[CH3:34])[C:11]2[CH:15]=[C:14]([C:16]3[CH:17]=[CH:18][C:19]([NH:22][C:23]([C:25]4[N:26]=[CH:27][S:28][CH:29]=4)=[O:24])=[CH:20][CH:21]=3)[S:13][C:12]=2[C:30]([O-:32])=[O:31])=[O:9])[CH2:4][CH2:3]1.[Na+:37], predict the reactants needed to synthesize it. The reactants are: [CH3:1][C@H:2]1[CH2:7][CH2:6][C@H:5]([C:8]([N:10]([CH:33]([CH3:35])[CH3:34])[C:11]2[CH:15]=[C:14]([C:16]3[CH:21]=[CH:20][C:19]([NH:22][C:23]([C:25]4[N:26]=[CH:27][S:28][CH:29]=4)=[O:24])=[CH:18][CH:17]=3)[S:13][C:12]=2[C:30]([OH:32])=[O:31])=[O:9])[CH2:4][CH2:3]1.[OH-].[Na+:37].